This data is from NCI-60 drug combinations with 297,098 pairs across 59 cell lines. The task is: Regression. Given two drug SMILES strings and cell line genomic features, predict the synergy score measuring deviation from expected non-interaction effect. (1) Drug 1: CC1=C(C=C(C=C1)NC(=O)C2=CC=C(C=C2)CN3CCN(CC3)C)NC4=NC=CC(=N4)C5=CN=CC=C5. Drug 2: C1=CC=C(C=C1)NC(=O)CCCCCCC(=O)NO. Cell line: MCF7. Synergy scores: CSS=15.3, Synergy_ZIP=-7.72, Synergy_Bliss=-4.08, Synergy_Loewe=-22.8, Synergy_HSA=-4.57. (2) Cell line: OVCAR-4. Synergy scores: CSS=27.0, Synergy_ZIP=-0.128, Synergy_Bliss=-1.24, Synergy_Loewe=-12.9, Synergy_HSA=-1.72. Drug 1: CC(C1=C(C=CC(=C1Cl)F)Cl)OC2=C(N=CC(=C2)C3=CN(N=C3)C4CCNCC4)N. Drug 2: CC1C(C(CC(O1)OC2CC(CC3=C2C(=C4C(=C3O)C(=O)C5=C(C4=O)C(=CC=C5)OC)O)(C(=O)CO)O)N)O.Cl. (3) Drug 1: CN(CCCl)CCCl.Cl. Drug 2: B(C(CC(C)C)NC(=O)C(CC1=CC=CC=C1)NC(=O)C2=NC=CN=C2)(O)O. Cell line: NCI/ADR-RES. Synergy scores: CSS=40.7, Synergy_ZIP=-1.30, Synergy_Bliss=0.759, Synergy_Loewe=-26.4, Synergy_HSA=-0.328. (4) Drug 1: C1=NC2=C(N=C(N=C2N1C3C(C(C(O3)CO)O)O)F)N. Drug 2: CC1=C(C(=CC=C1)Cl)NC(=O)C2=CN=C(S2)NC3=CC(=NC(=N3)C)N4CCN(CC4)CCO. Cell line: MDA-MB-231. Synergy scores: CSS=11.0, Synergy_ZIP=-4.69, Synergy_Bliss=-0.943, Synergy_Loewe=-3.05, Synergy_HSA=-2.98. (5) Drug 1: CC1CCC2CC(C(=CC=CC=CC(CC(C(=O)C(C(C(=CC(C(=O)CC(OC(=O)C3CCCCN3C(=O)C(=O)C1(O2)O)C(C)CC4CCC(C(C4)OC)O)C)C)O)OC)C)C)C)OC. Drug 2: CCC1(C2=C(COC1=O)C(=O)N3CC4=CC5=C(C=CC(=C5CN(C)C)O)N=C4C3=C2)O.Cl. Cell line: HT29. Synergy scores: CSS=44.0, Synergy_ZIP=-5.33, Synergy_Bliss=1.29, Synergy_Loewe=1.78, Synergy_HSA=3.44. (6) Drug 1: CN1C(=O)N2C=NC(=C2N=N1)C(=O)N. Drug 2: CC1CCC2CC(C(=CC=CC=CC(CC(C(=O)C(C(C(=CC(C(=O)CC(OC(=O)C3CCCCN3C(=O)C(=O)C1(O2)O)C(C)CC4CCC(C(C4)OC)O)C)C)O)OC)C)C)C)OC. Cell line: MCF7. Synergy scores: CSS=-4.99, Synergy_ZIP=1.03, Synergy_Bliss=-1.94, Synergy_Loewe=-3.96, Synergy_HSA=-5.28. (7) Drug 1: CC1C(C(CC(O1)OC2CC(CC3=C2C(=C4C(=C3O)C(=O)C5=C(C4=O)C(=CC=C5)OC)O)(C(=O)C)O)N)O.Cl. Drug 2: CNC(=O)C1=NC=CC(=C1)OC2=CC=C(C=C2)NC(=O)NC3=CC(=C(C=C3)Cl)C(F)(F)F. Cell line: CCRF-CEM. Synergy scores: CSS=63.7, Synergy_ZIP=7.40, Synergy_Bliss=7.04, Synergy_Loewe=-15.3, Synergy_HSA=7.67. (8) Drug 1: CC1=C(N=C(N=C1N)C(CC(=O)N)NCC(C(=O)N)N)C(=O)NC(C(C2=CN=CN2)OC3C(C(C(C(O3)CO)O)O)OC4C(C(C(C(O4)CO)O)OC(=O)N)O)C(=O)NC(C)C(C(C)C(=O)NC(C(C)O)C(=O)NCCC5=NC(=CS5)C6=NC(=CS6)C(=O)NCCC[S+](C)C)O. Drug 2: CC1=C(C(=O)C2=C(C1=O)N3CC4C(C3(C2COC(=O)N)OC)N4)N. Cell line: SN12C. Synergy scores: CSS=39.4, Synergy_ZIP=-12.5, Synergy_Bliss=-7.92, Synergy_Loewe=-2.55, Synergy_HSA=-1.31.